The task is: Regression. Given two drug SMILES strings and cell line genomic features, predict the synergy score measuring deviation from expected non-interaction effect.. This data is from NCI-60 drug combinations with 297,098 pairs across 59 cell lines. Drug 1: C(=O)(N)NO. Drug 2: CC1=C(C(=O)C2=C(C1=O)N3CC4C(C3(C2COC(=O)N)OC)N4)N. Cell line: UACC-257. Synergy scores: CSS=14.4, Synergy_ZIP=2.73, Synergy_Bliss=1.61, Synergy_Loewe=-12.3, Synergy_HSA=2.97.